Predict the product of the given reaction. From a dataset of Forward reaction prediction with 1.9M reactions from USPTO patents (1976-2016). (1) Given the reactants [NH2:1][CH2:2][CH2:3][C@@:4]1([C:25]2[CH:30]=[CH:29][CH:28]=[CH:27][CH:26]=2)[O:9][C:8](=[O:10])[N:7]([C@H:11]([C:13]2[CH:18]=[CH:17][C:16]([C:19]3[CH:20]=[N:21][CH:22]=[CH:23][CH:24]=3)=[CH:15][CH:14]=2)[CH3:12])[CH2:6][CH2:5]1.[CH3:31][S:32](Cl)(=[O:34])=[O:33], predict the reaction product. The product is: [O:10]=[C:8]1[N:7]([C@H:11]([C:13]2[CH:18]=[CH:17][C:16]([C:19]3[CH:20]=[N:21][CH:22]=[CH:23][CH:24]=3)=[CH:15][CH:14]=2)[CH3:12])[CH2:6][CH2:5][C@:4]([CH2:3][CH2:2][NH:1][S:32]([CH3:31])(=[O:34])=[O:33])([C:25]2[CH:30]=[CH:29][CH:28]=[CH:27][CH:26]=2)[O:9]1. (2) The product is: [S:22]1[C:26]2[CH:27]=[CH:28][CH:29]=[CH:30][C:25]=2[C:24]([C:2]2[CH:3]=[C:4]([OH:21])[C:5]([C:12]([NH:14][CH2:15][C:16]([OH:18])=[O:17])=[O:13])=[C:6]3[C:11]=2[N:10]=[CH:9][CH:8]=[N:7]3)=[CH:23]1. Given the reactants Br[C:2]1[CH:3]=[C:4]([OH:21])[C:5]([C:12]([NH:14][CH2:15][C:16]([O:18]CC)=[O:17])=[O:13])=[C:6]2[C:11]=1[N:10]=[CH:9][CH:8]=[N:7]2.[S:22]1[C:26]2[CH:27]=[CH:28][CH:29]=[CH:30][C:25]=2[C:24](B(O)O)=[CH:23]1.C(=O)([O-])[O-].[K+].[K+].[OH-].[Na+], predict the reaction product. (3) Given the reactants FC(F)(F)C([NH:5][C@H:6]([C:8]1[CH:13]=[CH:12][C:11]([C:14](=[N:16][OH:17])[NH2:15])=[CH:10][CH:9]=1)[CH3:7])=O.[CH:20]1([CH2:25][CH2:26][C:27](Cl)=O)[CH2:24][CH2:23][CH2:22][CH2:21]1.O.O.[OH-].[Li+], predict the reaction product. The product is: [CH:20]1([CH2:25][CH2:26][C:27]2[O:17][N:16]=[C:14]([C:11]3[CH:10]=[CH:9][C:8]([C@@H:6]([NH2:5])[CH3:7])=[CH:13][CH:12]=3)[N:15]=2)[CH2:24][CH2:23][CH2:22][CH2:21]1. (4) Given the reactants [N:1]1([CH:6]2[CH2:11][CH2:10][CH2:9][CH:8]([NH2:12])[CH2:7]2)[CH:5]=[CH:4][N:3]=[CH:2]1.[Cl:13][C:14]1[CH:21]=[C:20](F)[CH:19]=[CH:18][C:15]=1[C:16]#[N:17].CCN(C(C)C)C(C)C, predict the reaction product. The product is: [N:1]1([CH:6]2[CH2:11][CH2:10][CH2:9][CH:8]([NH:12][C:20]3[CH:19]=[CH:18][C:15]([C:16]#[N:17])=[C:14]([Cl:13])[CH:21]=3)[CH2:7]2)[CH:5]=[CH:4][N:3]=[CH:2]1. (5) Given the reactants [CH3:1][O:2][C:3]([N:5]1[CH2:10][CH2:9][CH:8]([CH2:11][N:12]2[CH2:17][CH2:16][CH:15]([CH2:18][NH:19]C(OC(C)(C)C)=O)[CH2:14][CH2:13]2)[CH2:7][CH2:6]1)=[O:4].FC(F)(F)C(O)=O, predict the reaction product. The product is: [CH3:1][O:2][C:3]([N:5]1[CH2:10][CH2:9][CH:8]([CH2:11][N:12]2[CH2:13][CH2:14][CH:15]([CH2:18][NH2:19])[CH2:16][CH2:17]2)[CH2:7][CH2:6]1)=[O:4].